Predict the product of the given reaction. From a dataset of Forward reaction prediction with 1.9M reactions from USPTO patents (1976-2016). (1) Given the reactants Cl[C:2]1[N:7]=[C:6]([CH2:8][O:9][C:10]2[CH:11]=[C:12]([C@H:16]([CH:22]3[CH2:24][CH2:23]3)[CH2:17][C:18]([O:20]C)=[O:19])[CH:13]=[CH:14][CH:15]=2)[CH:5]=[N:4][C:3]=1[C:25]1[CH:30]=[C:29]([O:31][CH3:32])[CH:28]=[CH:27][C:26]=1[F:33].[CH3:34][C:35]1([CH3:41])[CH2:38][CH:37]([CH2:39][OH:40])[CH2:36]1, predict the reaction product. The product is: [CH:22]1([C@@H:16]([C:12]2[CH:13]=[CH:14][CH:15]=[C:10]([O:9][CH2:8][C:6]3[CH:5]=[N:4][C:3]([C:25]4[CH:30]=[C:29]([O:31][CH3:32])[CH:28]=[CH:27][C:26]=4[F:33])=[C:2]([O:40][CH2:39][CH:37]4[CH2:38][C:35]([CH3:41])([CH3:34])[CH2:36]4)[N:7]=3)[CH:11]=2)[CH2:17][C:18]([OH:20])=[O:19])[CH2:24][CH2:23]1. (2) Given the reactants [C:1]([O:5][C:6]([NH:8][CH2:9][CH2:10][O:11][C:12]1[CH:13]=[C:14]([CH:18]=[CH:19][CH:20]=1)[C:15]([OH:17])=O)=[O:7])([CH3:4])([CH3:3])[CH3:2].[CH:21]1([NH2:27])[CH2:26][CH2:25][CH2:24][CH2:23][CH2:22]1.CCN=C=NCCCN(C)C.C1C=CC2N(O)N=NC=2C=1.CCN(C(C)C)C(C)C, predict the reaction product. The product is: [CH:21]1([NH:27][C:15]([C:14]2[CH:13]=[C:12]([CH:20]=[CH:19][CH:18]=2)[O:11][CH2:10][CH2:9][NH:8][C:6](=[O:7])[O:5][C:1]([CH3:2])([CH3:3])[CH3:4])=[O:17])[CH2:26][CH2:25][CH2:24][CH2:23][CH2:22]1.